From a dataset of Experimentally validated miRNA-target interactions with 360,000+ pairs, plus equal number of negative samples. Binary Classification. Given a miRNA mature sequence and a target amino acid sequence, predict their likelihood of interaction. The miRNA is mmu-miR-195a-5p with sequence UAGCAGCACAGAAAUAUUGGC. The protein sequence of the target gene is MEGPRGWLVLCVLAISLASMVTEDLCRAPDGKKGEAGRPGRRGRPGLKGEQGEPGAPGIRTGIQGLKGDQGEPGPSGNPGKVGYPGPSGPLGARGIPGIKGTKGSPGNIKDQPRPAFSAIRRNPPMGGNVVIFDTVITNQEEPYQNHSGRFVCTVPGYYYFTFQVLSQWEICLSIVSSSRGQVRRSLGFCDTTNKGLFQVVSGGMVLQLQQGDQVWVEKDPKKGHIYQGSEADSVFSGFLIFPSA. Result: 0 (no interaction).